From a dataset of Forward reaction prediction with 1.9M reactions from USPTO patents (1976-2016). Predict the product of the given reaction. (1) Given the reactants Br[C:2]1[S:6][C:5]([C:7]2[CH:12]=[CH:11][C:10]([O:13][CH:14]([CH3:16])[CH3:15])=[C:9]([Cl:17])[CH:8]=2)=[N:4][CH:3]=1.CC1(C)C(C)(C)OB([C:26]2[CH:31]=[CH:30][N:29]=[C:28]3[N:32]([CH2:35][CH2:36][C:37]([O:39][CH2:40][CH3:41])=[O:38])[CH:33]=[CH:34][C:27]=23)O1.C([O-])([O-])=O.[Cs+].[Cs+].O, predict the reaction product. The product is: [Cl:17][C:9]1[CH:8]=[C:7]([C:5]2[S:6][C:2]([C:26]3[CH:31]=[CH:30][N:29]=[C:28]4[N:32]([CH2:35][CH2:36][C:37]([O:39][CH2:40][CH3:41])=[O:38])[CH:33]=[CH:34][C:27]=34)=[CH:3][N:4]=2)[CH:12]=[CH:11][C:10]=1[O:13][CH:14]([CH3:16])[CH3:15]. (2) Given the reactants [ClH:1].[OH:2][C:3]1[C:16]2[C:15](=[O:17])[C:14]3[C:9](=[CH:10][CH:11]=[CH:12][CH:13]=3)[S:8][C:7]=2[CH:6]=[C:5]([O:18][CH2:19][CH:20]2[CH2:22][S:21]2)[CH:4]=1, predict the reaction product. The product is: [Cl:1][CH2:22][CH:20]([SH:21])[CH2:19][O:18][C:5]1[CH:4]=[C:3]([OH:2])[C:16]2[C:15](=[O:17])[C:14]3[C:9]([S:8][C:7]=2[CH:6]=1)=[CH:10][CH:11]=[CH:12][CH:13]=3. (3) The product is: [NH2:1][C:2]1[N:7]=[CH:6][C:5]([O:8][C:16]2[CH:21]=[CH:20][N:19]=[C:18]([C:22]([NH2:24])=[O:23])[CH:17]=2)=[CH:4][CH:3]=1. Given the reactants [NH2:1][C:2]1[N:7]=[CH:6][C:5]([OH:8])=[CH:4][CH:3]=1.CC([O-])(C)C.[K+].Cl[C:16]1[CH:21]=[CH:20][N:19]=[C:18]([C:22]([NH2:24])=[O:23])[CH:17]=1, predict the reaction product. (4) Given the reactants [Br:1][C:2]1[C:3]([NH2:22])=[N:4][CH:5]=[C:6]([C:8]2[CH:13]=[CH:12][C:11]([O:14][Si:15]([C:18]([CH3:21])([CH3:20])[CH3:19])([CH3:17])[CH3:16])=[CH:10][CH:9]=2)[N:7]=1.[Si:23]([O:30][C:31]1[CH:36]=[CH:35][C:34]([CH2:37][C:38](Cl)=[O:39])=[CH:33][CH:32]=1)([C:26]([CH3:29])([CH3:28])[CH3:27])([CH3:25])[CH3:24].O, predict the reaction product. The product is: [Br:1][C:2]1[C:3]([NH:22][C:38](=[O:39])[CH2:37][C:34]2[CH:33]=[CH:32][C:31]([O:30][Si:23]([C:26]([CH3:28])([CH3:27])[CH3:29])([CH3:24])[CH3:25])=[CH:36][CH:35]=2)=[N:4][CH:5]=[C:6]([C:8]2[CH:9]=[CH:10][C:11]([O:14][Si:15]([C:18]([CH3:19])([CH3:21])[CH3:20])([CH3:16])[CH3:17])=[CH:12][CH:13]=2)[N:7]=1. (5) Given the reactants [CH3:1][NH:2][C:3]1[CH:8]=[CH:7][CH:6]=[CH:5][CH:4]=1.Br[CH2:10][C:11]1[C:20]2[C:15](=[CH:16][CH:17]=[CH:18][CH:19]=2)[NH:14][C:13](=[O:21])[CH:12]=1.CCN(C(C)C)C(C)C, predict the reaction product. The product is: [CH3:1][N:2]([CH2:10][C:11]1[C:20]2[C:15](=[CH:16][CH:17]=[CH:18][CH:19]=2)[NH:14][C:13](=[O:21])[CH:12]=1)[C:3]1[CH:8]=[CH:7][CH:6]=[CH:5][CH:4]=1. (6) Given the reactants [Br:1][C:2]1[CH:3]=[C:4]([CH:24]=[CH:25][CH:26]=1)[O:5][CH2:6][C:7]1[CH:12]=[CH:11][C:10]([S:13][C:14]2[CH:19]=[CH:18][C:17]([OH:20])=[CH:16][CH:15]=2)=[C:9]([N+:21]([O-])=O)[CH:8]=1.[Cl-].[NH4+], predict the reaction product. The product is: [NH2:21][C:9]1[CH:8]=[C:7]([CH2:6][O:5][C:4]2[CH:24]=[CH:25][CH:26]=[C:2]([Br:1])[CH:3]=2)[CH:12]=[CH:11][C:10]=1[S:13][C:14]1[CH:15]=[CH:16][C:17]([OH:20])=[CH:18][CH:19]=1. (7) Given the reactants [CH2:1]([O:3][C:4]([C:6]1[N:11]=[C:10]([CH2:12][S:13][CH:14]([CH3:16])[CH3:15])[C:9]2[N:17]=[C:18]([C:20]([CH3:23])([CH3:22])[CH3:21])[S:19][C:8]=2[C:7]=1[O:24]C(=O)C(C)(C)C)=[O:5])[CH3:2].[O-]CC.[Na+], predict the reaction product. The product is: [CH2:1]([O:3][C:4]([C:6]1[N:11]=[C:10]([CH2:12][S:13][CH:14]([CH3:15])[CH3:16])[C:9]2[N:17]=[C:18]([C:20]([CH3:22])([CH3:21])[CH3:23])[S:19][C:8]=2[C:7]=1[OH:24])=[O:5])[CH3:2]. (8) Given the reactants [F:1][C:2]1[CH:7]=[CH:6][C:5]([C:8]2[CH:9]=[C:10]([CH:15]=[CH:16][N:17]=2)[C:11]([O:13]C)=[O:12])=[CH:4][CH:3]=1.[OH-].[Na+], predict the reaction product. The product is: [F:1][C:2]1[CH:3]=[CH:4][C:5]([C:8]2[CH:9]=[C:10]([CH:15]=[CH:16][N:17]=2)[C:11]([OH:13])=[O:12])=[CH:6][CH:7]=1. (9) Given the reactants [CH3:1][O:2][C:3]1[CH:8]=[CH:7][C:6]([C:9]2[CH:10]=[N:11][NH:12][C:13]=2[NH2:14])=[CH:5][CH:4]=1.[O:15]1[CH2:20][CH2:19][O:18][C:17]2[CH:21]=[C:22]([C:25](=O)[CH2:26][C:27](OCC)=[O:28])[CH:23]=[CH:24][C:16]1=2, predict the reaction product. The product is: [O:15]1[CH2:20][CH2:19][O:18][C:17]2[CH:21]=[C:22]([C:25]3[NH:14][C:13]4[N:12]([N:11]=[CH:10][C:9]=4[C:6]4[CH:5]=[CH:4][C:3]([O:2][CH3:1])=[CH:8][CH:7]=4)[C:27](=[O:28])[CH:26]=3)[CH:23]=[CH:24][C:16]1=2. (10) Given the reactants [CH3:1][C:2]1[CH:7]=[CH:6][C:5]([C:8]2[CH2:13][CH2:12][CH2:11][CH2:10][C:9]=2[C:14]([NH:16][C:17]2[CH:22]=[CH:21][C:20]([O:23][CH2:24][CH2:25][N:26]3[C:30]([NH:31]C(C4C=CC=CC=4)(C4C=CC=CC=4)C4C=CC=CC=4)=[CH:29][CH:28]=[N:27]3)=[CH:19][CH:18]=2)=[O:15])=[CH:4][CH:3]=1.Cl, predict the reaction product. The product is: [NH2:31][C:30]1[N:26]([CH2:25][CH2:24][O:23][C:20]2[CH:19]=[CH:18][C:17]([NH:16][C:14]([C:9]3[CH2:10][CH2:11][CH2:12][CH2:13][C:8]=3[C:5]3[CH:4]=[CH:3][C:2]([CH3:1])=[CH:7][CH:6]=3)=[O:15])=[CH:22][CH:21]=2)[N:27]=[CH:28][CH:29]=1.